This data is from Full USPTO retrosynthesis dataset with 1.9M reactions from patents (1976-2016). The task is: Predict the reactants needed to synthesize the given product. (1) Given the product [C:1]([O:5][C:6]([N:8]1[CH2:13][CH2:12][C:11]2[N:14]([CH3:24])[C:15]([C:17]3[CH:22]=[CH:21][N:20]=[C:19]([NH:27][C:26]([O:28][CH2:29][C:30]4[CH:35]=[CH:34][CH:33]=[CH:32][CH:31]=4)=[O:36])[CH:18]=3)=[CH:16][C:10]=2[C:9]1=[O:25])=[O:7])([CH3:4])([CH3:3])[CH3:2], predict the reactants needed to synthesize it. The reactants are: [C:1]([O:5][C:6]([N:8]1[CH2:13][CH2:12][C:11]2[N:14]([CH3:24])[C:15]([C:17]3[CH:22]=[CH:21][N:20]=[C:19](Cl)[CH:18]=3)=[CH:16][C:10]=2[C:9]1=[O:25])=[O:7])([CH3:4])([CH3:3])[CH3:2].[C:26](=[O:36])([O:28][CH2:29][C:30]1[CH:35]=[CH:34][CH:33]=[CH:32][CH:31]=1)[NH2:27].CC1(C)C2C(=C(P(C3C=CC=CC=3)C3C=CC=CC=3)C=CC=2)OC2C(P(C3C=CC=CC=3)C3C=CC=CC=3)=CC=CC1=2.C([O-])([O-])=O.[Cs+].[Cs+]. (2) Given the product [CH3:36][O:35][C:33]([C:32]1[CH:31]=[CH:30][C:29]([C:2]2[CH:7]=[CH:6][C:5]([CH:8]([CH3:23])[C:9]([OH:14])([C:15]3[CH:16]=[CH:17][C:18](=[O:22])[N:19]([CH3:21])[CH:20]=3)[C:10]([F:12])([F:11])[F:13])=[C:4]([Cl:24])[CH:3]=2)=[CH:28][C:27]=1[O:26][CH3:25])=[O:34], predict the reactants needed to synthesize it. The reactants are: Br[C:2]1[CH:7]=[CH:6][C:5]([CH:8]([CH3:23])[C:9]([C:15]2[CH:16]=[CH:17][C:18](=[O:22])[N:19]([CH3:21])[CH:20]=2)([OH:14])[C:10]([F:13])([F:12])[F:11])=[C:4]([Cl:24])[CH:3]=1.[CH3:25][O:26][C:27]1[CH:28]=[C:29](B(O)O)[CH:30]=[CH:31][C:32]=1[C:33]([O:35][CH3:36])=[O:34]. (3) Given the product [Cl:1][C:2]1[CH:3]=[CH:4][C:5]([N:8]2[C:13](=[O:14])[C:12]3[C:15]([S:24]([CH3:27])(=[O:26])=[O:25])=[N:16][N:17]([C:18]4[CH:23]=[CH:22][CH:21]=[CH:20][CH:19]=4)[C:11]=3[N:10]=[C:9]2[C:28]2[CH:33]=[CH:32][C:31]([C:34]3[CH:39]=[CH:38][N:37]=[C:36]([NH:48][CH2:47][C:46]4[CH:49]=[CH:50][C:43]([O:41][CH3:42])=[CH:44][CH:45]=4)[N:35]=3)=[CH:30][CH:29]=2)=[CH:6][CH:7]=1, predict the reactants needed to synthesize it. The reactants are: [Cl:1][C:2]1[CH:7]=[CH:6][C:5]([N:8]2[C:13](=[O:14])[C:12]3[C:15]([S:24]([CH3:27])(=[O:26])=[O:25])=[N:16][N:17]([C:18]4[CH:23]=[CH:22][CH:21]=[CH:20][CH:19]=4)[C:11]=3[N:10]=[C:9]2[C:28]2[CH:33]=[CH:32][C:31]([C:34]3[CH:39]=[CH:38][N:37]=[C:36](Cl)[N:35]=3)=[CH:30][CH:29]=2)=[CH:4][CH:3]=1.[O:41]([C:43]1[CH:50]=[CH:49][C:46]([CH2:47][NH2:48])=[CH:45][CH:44]=1)[CH3:42]. (4) Given the product [O:8]1[CH2:15][CH2:14][O:21][CH:7]1[C:3]1[N:2]([CH3:1])[CH:6]=[CH:5][N:4]=1, predict the reactants needed to synthesize it. The reactants are: [CH3:1][N:2]1[CH:6]=[CH:5][N:4]=[C:3]1[CH:7]=[O:8].CC1C=CC(S(O)(=O)=O)=[CH:14][CH:15]=1.C(=O)(O)[O-:21].[Na+]. (5) Given the product [CH3:18][C:19]1[CH:20]=[C:21]([C:2]2[CH:3]=[C:4]([C:14]([O:16][CH3:17])=[O:15])[C:5]([C:8]3[CH:9]=[N:10][CH:11]=[CH:12][CH:13]=3)=[N:6][CH:7]=2)[CH:22]=[C:23]([CH3:25])[CH:24]=1, predict the reactants needed to synthesize it. The reactants are: Cl[C:2]1[CH:3]=[C:4]([C:14]([O:16][CH3:17])=[O:15])[C:5]([C:8]2[CH:9]=[N:10][CH:11]=[CH:12][CH:13]=2)=[N:6][CH:7]=1.[CH3:18][C:19]1[CH:20]=[C:21](B(O)O)[CH:22]=[C:23]([CH3:25])[CH:24]=1.C(=O)([O-])[O-].[Cs+].[Cs+].C1(P(C2CCCCC2)C2CCCCC2)CCCCC1.